From a dataset of Peptide-MHC class II binding affinity with 134,281 pairs from IEDB. Regression. Given a peptide amino acid sequence and an MHC pseudo amino acid sequence, predict their binding affinity value. This is MHC class II binding data. (1) The peptide sequence is TLKYPIEHGIVTNWDD. The MHC is DRB1_0402 with pseudo-sequence DRB1_0402. The binding affinity (normalized) is 0. (2) The peptide sequence is YDKFLANVSIVLTGK. The MHC is DRB1_0802 with pseudo-sequence DRB1_0802. The binding affinity (normalized) is 0.552. (3) The peptide sequence is LHDLKIAIANIIDEI. The MHC is DRB1_0802 with pseudo-sequence DRB1_0802. The binding affinity (normalized) is 0.369. (4) The binding affinity (normalized) is 0.205. The MHC is HLA-DPA10201-DPB10501 with pseudo-sequence HLA-DPA10201-DPB10501. The peptide sequence is FNIQYVNYWFAPGAA. (5) The peptide sequence is NSGGGVEGIGLQYLG. The MHC is HLA-DQA10501-DQB10303 with pseudo-sequence HLA-DQA10501-DQB10303. The binding affinity (normalized) is 0.415.